From a dataset of Peptide-MHC class I binding affinity with 185,985 pairs from IEDB/IMGT. Regression. Given a peptide amino acid sequence and an MHC pseudo amino acid sequence, predict their binding affinity value. This is MHC class I binding data. (1) The peptide sequence is TAVPWNASW. The MHC is HLA-A29:02 with pseudo-sequence HLA-A29:02. The binding affinity (normalized) is 0. (2) The peptide sequence is KEPHQLCETI. The MHC is H-2-Kb with pseudo-sequence H-2-Kb. The binding affinity (normalized) is 0.231.